Dataset: Forward reaction prediction with 1.9M reactions from USPTO patents (1976-2016). Task: Predict the product of the given reaction. (1) Given the reactants [CH3:1][C:2]1[CH:3]=[C:4]2[C:9](=[CH:10][CH:11]=1)[N:8]=[C:7](Cl)[N:6]=[C:5]2Cl.[NH2:14][C:15]1[CH:22]=[CH:21][C:18]([CH2:19][NH2:20])=[CH:17][CH:16]=1.[F:23][C:24]([F:35])([F:34])[C:25]1[CH:33]=[CH:32][C:28]([C:29](Cl)=[O:30])=[CH:27][CH:26]=1.[CH3:36][NH2:37], predict the reaction product. The product is: [CH3:1][C:2]1[CH:3]=[C:4]2[C:9](=[CH:10][CH:11]=1)[N:8]=[C:7]([NH:37][CH3:36])[N:6]=[C:5]2[NH:20][CH2:19][C:18]1[CH:21]=[CH:22][C:15]([NH:14][C:29](=[O:30])[C:28]2[CH:32]=[CH:33][C:25]([C:24]([F:35])([F:34])[F:23])=[CH:26][CH:27]=2)=[CH:16][CH:17]=1. (2) Given the reactants [OH:1][C:2]1[CH:7]=[CH:6][CH:5]=[CH:4][C:3]=1[C:8]1[N:9]([CH2:21][CH2:22][C:23]2[CH:28]=[CH:27][CH:26]=[CH:25][CH:24]=2)[C:10](=[O:20])[C:11]2[CH2:17][CH2:16][N:15](C)[CH2:14][CH2:13][C:12]=2[N:19]=1.[C:29](Cl)(=[O:31])[CH3:30].C(N(CC)CC)C.B(Br)(Br)Br, predict the reaction product. The product is: [C:29]([N:15]1[CH2:16][CH2:17][C:11]2[C:10](=[O:20])[N:9]([CH2:21][CH2:22][C:23]3[CH:28]=[CH:27][CH:26]=[CH:25][CH:24]=3)[C:8]([C:3]3[CH:4]=[CH:5][CH:6]=[CH:7][C:2]=3[OH:1])=[N:19][C:12]=2[CH2:13][CH2:14]1)(=[O:31])[CH3:30].